This data is from Full USPTO retrosynthesis dataset with 1.9M reactions from patents (1976-2016). The task is: Predict the reactants needed to synthesize the given product. (1) Given the product [C:1]([C:3]1[CH:4]=[CH:5][C:6]([N:10]2[C@@H:14]([CH:15]3[CH2:16][CH2:17][CH2:18][CH2:19]3)[CH2:13][C:12]([C:20]3[CH:28]=[CH:27][C:23]([C:24]([NH:32][CH3:31])=[O:25])=[C:22]([O:29][CH3:30])[N:21]=3)=[N:11]2)=[N:7][C:8]=1[CH3:9])#[N:2], predict the reactants needed to synthesize it. The reactants are: [C:1]([C:3]1[CH:4]=[CH:5][C:6]([N:10]2[C@@H:14]([CH:15]3[CH2:19][CH2:18][CH2:17][CH2:16]3)[CH2:13][C:12]([C:20]3[CH:28]=[CH:27][C:23]([C:24](O)=[O:25])=[C:22]([O:29][CH3:30])[N:21]=3)=[N:11]2)=[N:7][C:8]=1[CH3:9])#[N:2].[CH3:31][NH2:32].O1CCCC1. (2) Given the product [Cl:36][C:2]1[CH:3]=[CH:4][CH:5]=[CH:6][C:1]=1[NH:7][C:8]([C:10]1[C:19]2[C:14](=[CH:15][CH:16]=[CH:17][CH:18]=2)[C:13]([S:20](=[O:29])(=[O:28])[NH:21][CH:22]2[CH2:23][CH2:24][N:25]([C:30](=[O:34])[CH2:31][CH2:32][CH3:33])[CH2:26][CH2:27]2)=[CH:12][CH:11]=1)=[O:9], predict the reactants needed to synthesize it. The reactants are: [CH:1]1([NH:7][C:8]([C:10]2[C:19]3[C:14](=[CH:15][CH:16]=[CH:17][CH:18]=3)[C:13]([S:20](=[O:29])(=[O:28])[NH:21][CH:22]3[CH2:27][CH2:26][NH:25][CH2:24][CH2:23]3)=[CH:12][CH:11]=2)=[O:9])[CH2:6][CH2:5][CH2:4][CH2:3][CH2:2]1.[C:30](Cl)(=[O:34])[CH2:31][CH2:32][CH3:33].[Cl:36]C(OCC)=O. (3) Given the product [Br:9][CH2:8][CH2:7][CH2:6][C:5]([CH3:11])([CH3:10])[CH2:4][OH:3], predict the reactants needed to synthesize it. The reactants are: C([O:3][C:4](=O)[C:5]([CH3:11])([CH3:10])[CH2:6][CH2:7][CH2:8][Br:9])C.[H-].[H-].[H-].[H-].[Li+].[Al+3]. (4) Given the product [N:23]1([N:20]([C:19]2[C:15]([C:13]3[NH:12][C:11]4[CH:21]=[CH:22][C:8]([CH2:7][N:1]5[CH2:6][CH2:5][O:4][CH2:3][CH2:2]5)=[CH:9][C:10]=4[N:14]=3)=[N:16][NH:17][CH:18]=2)[C:38]([NH2:35])=[O:44])[CH2:24][CH2:25][O:26][CH2:27][CH2:28]1, predict the reactants needed to synthesize it. The reactants are: [N:1]1([CH2:7][C:8]2[CH:22]=[CH:21][C:11]3[NH:12][C:13]([C:15]4[C:19]([NH2:20])=[CH:18][NH:17][N:16]=4)=[N:14][C:10]=3[CH:9]=2)[CH2:6][CH2:5][O:4][CH2:3][CH2:2]1.[N:23]1(C(Cl)=O)[CH2:28][CH2:27][O:26][CH2:25][CH2:24]1.C([N:35]([CH:38](C)C)CC)(C)C.C1C[O:44]CC1. (5) Given the product [F:8][C:6]1[CH:7]=[C:2]2[C:3]([C:11]([OH:13])=[CH:12][N:15]=[N:1]2)=[CH:4][C:5]=1[O:9][CH3:10], predict the reactants needed to synthesize it. The reactants are: [NH2:1][C:2]1[CH:7]=[C:6]([F:8])[C:5]([O:9][CH3:10])=[CH:4][C:3]=1[C:11](=[O:13])[CH3:12].Cl.[N:15]([O-])=O.[Na+].NC(N)=O. (6) Given the product [C:1]1([N:7]2[C:11]3[CH:12]=[CH:13][CH:14]=[CH:15][C:10]=3[N:9]=[C:8]2[C@@H:16]([NH:18][C:20]2[CH:25]=[CH:24][N:23]=[C:22]([NH2:26])[N:21]=2)[CH3:17])[CH:2]=[CH:3][CH:4]=[CH:5][CH:6]=1, predict the reactants needed to synthesize it. The reactants are: [C:1]1([N:7]2[C:11]3[CH:12]=[CH:13][CH:14]=[CH:15][C:10]=3[N:9]=[C:8]2[C@@H:16]([NH2:18])[CH3:17])[CH:6]=[CH:5][CH:4]=[CH:3][CH:2]=1.Cl[C:20]1[CH:25]=[CH:24][N:23]=[C:22]([NH2:26])[N:21]=1. (7) Given the product [S:9]([O-:14])([O-:12])(=[O:11])=[O:10].[CH3:8][S+:7]([CH3:13])[C:1]1[CH:6]=[CH:5][CH:4]=[CH:3][CH:2]=1.[CH3:8][S+:7]([C:1]1[CH:6]=[CH:5][CH:4]=[CH:3][CH:2]=1)[CH3:13], predict the reactants needed to synthesize it. The reactants are: [C:1]1([S:7][CH3:8])[CH:6]=[CH:5][CH:4]=[CH:3][CH:2]=1.[S:9]([O:14]C)([O:12][CH3:13])(=[O:11])=[O:10].O.